This data is from Full USPTO retrosynthesis dataset with 1.9M reactions from patents (1976-2016). The task is: Predict the reactants needed to synthesize the given product. (1) Given the product [NH2:8][C:9]1[N:17]=[CH:16][N:15]=[C:14]2[C:10]=1[N:11]=[CH:12][N:13]2[C@@H:18]1[O:19][C@H:20]([CH2:28][N:29]([CH3:44])[CH2:30][CH2:31][CH2:32][NH:33][C:34]([NH:36][C:37]2[CH:38]=[CH:39][C:40]([Cl:43])=[CH:41][CH:42]=2)=[O:35])[C@@H:21]([OH:25])[C@H:22]1[OH:23], predict the reactants needed to synthesize it. The reactants are: C(O)(C(F)(F)F)=O.[NH2:8][C:9]1[N:17]=[CH:16][N:15]=[C:14]2[C:10]=1[N:11]=[CH:12][N:13]2[C@H:18]1[C@@H:22]2[O:23]C(C)(C)[O:25][C@@H:21]2[C@@H:20]([CH2:28][N:29]([CH3:44])[CH2:30][CH2:31][CH2:32][NH:33][C:34]([NH:36][C:37]2[CH:42]=[CH:41][C:40]([Cl:43])=[CH:39][CH:38]=2)=[O:35])[O:19]1. (2) Given the product [CH3:1][CH:2]1[CH2:8][C:7]2[CH:9]=[C:10]3[O:15][CH2:14][O:13][C:11]3=[CH:12][C:6]=2[C:5]([C:16]2[CH:17]=[CH:18][C:19]([N+:22]([O-:24])=[O:23])=[CH:20][CH:21]=2)=[N:4][N:3]1[C:25]1[S:27][CH:28]=[C:29]([C:31]2[CH:36]=[CH:35][CH:34]=[CH:33][CH:32]=2)[N:26]=1, predict the reactants needed to synthesize it. The reactants are: [CH3:1][CH:2]1[CH2:8][C:7]2[CH:9]=[C:10]3[O:15][CH2:14][O:13][C:11]3=[CH:12][C:6]=2[C:5]([C:16]2[CH:21]=[CH:20][C:19]([N+:22]([O-:24])=[O:23])=[CH:18][CH:17]=2)=[N:4][N:3]1[C:25](=[S:27])[NH2:26].[CH2:28](Br)[C:29]([C:31]1[CH:36]=[CH:35][CH:34]=[CH:33][CH:32]=1)=O. (3) Given the product [N:1]1[CH:6]=[CH:5][CH:4]=[C:3]([CH2:7][C:8]2[NH:18][C:11]3[CH:16]=[CH:15][CH:14]=[CH:13][C:12]=3[N:17]=2)[CH:2]=1, predict the reactants needed to synthesize it. The reactants are: [N:1]1[CH:6]=[CH:5][CH:4]=[C:3]([CH2:7][C:8](O)=O)[CH:2]=1.[C:11]1([NH2:18])[C:12]([NH2:17])=[CH:13][CH:14]=[CH:15][CH:16]=1.